From a dataset of Full USPTO retrosynthesis dataset with 1.9M reactions from patents (1976-2016). Predict the reactants needed to synthesize the given product. Given the product [F:1][C:2]1[CH:3]=[CH:4][C:5]([C:25]([F:27])([F:28])[F:26])=[C:6]([C@H:8]2[CH2:12][CH2:11][CH2:10][N:9]2[C:13]2[CH:18]=[CH:17][N:16]3[N:19]=[CH:20][C:21]([C:22]([NH2:30])=[O:23])=[C:15]3[N:14]=2)[CH:7]=1, predict the reactants needed to synthesize it. The reactants are: [F:1][C:2]1[CH:3]=[CH:4][C:5]([C:25]([F:28])([F:27])[F:26])=[C:6]([C@H:8]2[CH2:12][CH2:11][CH2:10][N:9]2[C:13]2[CH:18]=[CH:17][N:16]3[N:19]=[CH:20][C:21]([C:22](O)=[O:23])=[C:15]3[N:14]=2)[CH:7]=1.[Cl-].[NH4+:30].